Task: Predict which catalyst facilitates the given reaction.. Dataset: Catalyst prediction with 721,799 reactions and 888 catalyst types from USPTO (1) The catalyst class is: 1. Product: [CH3:1][C:2]1[N:3]=[C:4]([C:7]2[C:8]3[N:16]=[N:15][N:14]([CH2:17][C:18]4[CH:23]=[CH:22][CH:21]=[C:20]([C:24]5([OH:29])[CH2:25][CH2:26][CH2:27][CH2:28]5)[N:19]=4)[C:9]=3[N:10]=[C:11]([NH2:13])[N:12]=2)[S:5][CH:6]=1. Reactant: [CH3:1][C:2]1[N:3]=[C:4]([C:7]2[C:8]3[N:16]=[N:15][N:14]([CH2:17][C:18]4[CH:23]=[CH:22][CH:21]=[C:20]([C:24]5([O:29][Si](C)(C)C)[CH2:28][CH2:27][CH2:26][CH2:25]5)[N:19]=4)[C:9]=3[N:10]=[C:11]([NH2:13])[N:12]=2)[S:5][CH:6]=1.[F-].C([N+](CCCC)(CCCC)CCCC)CCC. (2) Reactant: [Si]([O:8][CH2:9][CH:10]1[O:14][N:13]=[C:12]([C:15]2[CH:20]=[CH:19][C:18]([C:21]3[CH:26]=[CH:25][C:24]([N:27]4[CH2:31][C@H:30]([CH2:32][NH:33][C:34](=[O:36])[CH3:35])[O:29][C:28]4=[O:37])=[CH:23][C:22]=3[F:38])=[CH:17][CH:16]=2)[CH2:11]1)(C(C)(C)C)(C)C.[F-].C([N+](CCCC)(CCCC)CCCC)CCC. Product: [F:38][C:22]1[CH:23]=[C:24]([N:27]2[CH2:31][C@H:30]([CH2:32][NH:33][C:34](=[O:36])[CH3:35])[O:29][C:28]2=[O:37])[CH:25]=[CH:26][C:21]=1[C:18]1[CH:19]=[CH:20][C:15]([C:12]2[CH2:11][CH:10]([CH2:9][OH:8])[O:14][N:13]=2)=[CH:16][CH:17]=1. The catalyst class is: 7. (3) Reactant: [NH2:1][C@H:2]1[C:15](=[O:16])[N:14]([CH2:17][C:18]2[CH:23]=[CH:22][C:21]([C:24]([F:27])([F:26])[F:25])=[CH:20][CH:19]=2)[CH2:13][C:5]2[C:6]3[CH:7]=[N:8][NH:9][C:10]=3[CH:11]=[CH:12][C:4]=2[CH2:3]1.[O:28]=[C:29]1[NH:37][C:32]2=[N:33][CH:34]=[CH:35][CH:36]=[C:31]2[C:30]21[CH2:48][C:40]1[CH:41]=[N:42][C:43]([C:45](O)=[O:46])=[CH:44][C:39]=1[CH2:38]2.C1C=CC2N(O)N=NC=2C=1.C(Cl)CCl. Product: [O:28]=[C:29]1[NH:37][C:32]2=[N:33][CH:34]=[CH:35][CH:36]=[C:31]2[C:30]21[CH2:48][C:40]1[CH:41]=[N:42][C:43]([C:45]([NH:1][C@H:2]3[C:15](=[O:16])[N:14]([CH2:17][C:18]4[CH:23]=[CH:22][C:21]([C:24]([F:26])([F:25])[F:27])=[CH:20][CH:19]=4)[CH2:13][C:5]4[C:6]5[CH:7]=[N:8][NH:9][C:10]=5[CH:11]=[CH:12][C:4]=4[CH2:3]3)=[O:46])=[CH:44][C:39]=1[CH2:38]2. The catalyst class is: 3. (4) Reactant: [N:1]1[CH:6]=[CH:5][CH:4]=[C:3]([C:7]2[CH:8]=[C:9]([NH2:13])[CH:10]=[CH:11][CH:12]=2)[CH:2]=1.[Cl:14][C:15]1[C:24]2[C:19](=[CH:20][C:21]([O:28][CH2:29][CH3:30])=[C:22]([O:25][CH2:26][CH3:27])[CH:23]=2)[N:18]=[CH:17][N:16]=1. Product: [ClH:14].[CH2:26]([O:25][C:22]1[CH:23]=[C:24]2[C:19](=[CH:20][C:21]=1[O:28][CH2:29][CH3:30])[N:18]=[CH:17][N:16]=[C:15]2[NH:13][C:9]1[CH:10]=[CH:11][CH:12]=[C:7]([C:3]2[CH:2]=[N:1][CH:6]=[CH:5][CH:4]=2)[CH:8]=1)[CH3:27]. The catalyst class is: 41. (5) Reactant: [F:1][C:2]1[CH:31]=[CH:30][C:5]([NH:6][C:7]2[CH:19]=[C:18]([C:20]3[CH:21]=[C:22]4[C:26](=[CH:27][CH:28]=3)[N:25]([CH3:29])[CH:24]=[CH:23]4)[CH:17]=[CH:16][C:8]=2[C:9]([O:11]C(C)(C)C)=[O:10])=[CH:4][CH:3]=1.O1CCOCC1.CO.[OH-].[Na+]. Product: [F:1][C:2]1[CH:31]=[CH:30][C:5]([NH:6][C:7]2[CH:19]=[C:18]([C:20]3[CH:21]=[C:22]4[C:26](=[CH:27][CH:28]=3)[N:25]([CH3:29])[CH:24]=[CH:23]4)[CH:17]=[CH:16][C:8]=2[C:9]([OH:11])=[O:10])=[CH:4][CH:3]=1. The catalyst class is: 226. (6) Reactant: [C:1]([O:5][C:6](=[O:28])[NH:7][CH2:8][C:9]1[CH:14]=[CH:13][C:12]([CH2:15][NH:16][CH2:17][CH2:18][CH2:19][CH2:20][N:21]([CH2:25][CH2:26][CH3:27])[CH2:22][CH2:23][CH3:24])=[CH:11][CH:10]=1)([CH3:4])([CH3:3])[CH3:2].C(N(CC)CC)C.[CH3:36][S:37](Cl)(=[O:39])=[O:38]. Product: [C:1]([O:5][C:6](=[O:28])[NH:7][CH2:8][C:9]1[CH:10]=[CH:11][C:12]([CH2:15][N:16]([CH2:17][CH2:18][CH2:19][CH2:20][N:21]([CH2:22][CH2:23][CH3:24])[CH2:25][CH2:26][CH3:27])[S:37]([CH3:36])(=[O:39])=[O:38])=[CH:13][CH:14]=1)([CH3:3])([CH3:4])[CH3:2]. The catalyst class is: 4. (7) Reactant: [Cl:1][C:2]1[CH:7]=[CH:6][C:5]([N+:8]([O-:10])=[O:9])=[CH:4][C:3]=1[S:11](Cl)(=[O:13])=[O:12].[N:15]1([C:21]([O:23][C:24]([CH3:27])([CH3:26])[CH3:25])=[O:22])[CH2:20][CH2:19][NH:18][CH2:17][CH2:16]1.CCOC(C)=O.O. Product: [Cl:1][C:2]1[CH:7]=[CH:6][C:5]([N+:8]([O-:10])=[O:9])=[CH:4][C:3]=1[S:11]([N:18]1[CH2:17][CH2:16][N:15]([C:21]([O:23][C:24]([CH3:27])([CH3:26])[CH3:25])=[O:22])[CH2:20][CH2:19]1)(=[O:13])=[O:12]. The catalyst class is: 2. (8) Product: [OH:15][CH2:16][C:17]([O:19][C@H:20]1[C@@H:24]([OH:25])[C@H:23]([N:26]2[CH:34]=[N:33][C:32]3[C:27]2=[N:28][CH:29]=[N:30][C:31]=3[NH2:35])[O:22][C@@H:21]1[CH2:36][O:37][P:38]([O:41][C@H:42]1[CH2:46][C@H:45]([N:47]2[CH:52]=[CH:51][C:50]([NH2:53])=[N:49][C:48]2=[O:54])[O:44][C@@H:43]1[CH2:55][O:56][P:57]([OH:59])([OH:60])=[O:58])([OH:40])=[O:39])=[O:18]. Reactant: FC(F)(F)C(O)=O.[Si]([O:15][CH2:16][C:17]([O:19][C@H:20]1[C@@H:24]([OH:25])[C@H:23]([N:26]2[CH:34]=[N:33][C:32]3[C:27]2=[N:28][CH:29]=[N:30][C:31]=3[NH2:35])[O:22][C@@H:21]1[CH2:36][O:37][P:38]([O:41][C@H:42]1[CH2:46][C@H:45]([N:47]2[CH:52]=[CH:51][C:50]([NH2:53])=[N:49][C:48]2=[O:54])[O:44][C@@H:43]1[CH2:55][O:56][P:57]([OH:60])([OH:59])=[O:58])([OH:40])=[O:39])=[O:18])(C(C)(C)C)(C)C. The catalyst class is: 4.